From a dataset of Reaction yield outcomes from USPTO patents with 853,638 reactions. Predict the reaction yield, written as a fraction of the theoretical maximum amount of product (1.0 means a 100% yield; for example, 0.34 means a 34% yield). The reactants are [CH3:1][N:2]([CH3:34])[C:3]1[C:8]([CH2:9][C:10]([O:12]C)=[O:11])=[CH:7][N:6]=[C:5]([CH2:14][C:15]2[CH:20]=[CH:19][C:18]([NH:21][C:22]([C:24]3[CH:33]=[CH:32][C:31]4[C:26](=[CH:27][CH:28]=[CH:29][CH:30]=4)[CH:25]=3)=[O:23])=[CH:17][CH:16]=2)[N:4]=1.[OH-].[Na+].CCOCC.Cl. The catalyst is C1COCC1. The product is [CH3:34][N:2]([CH3:1])[C:3]1[C:8]([CH2:9][C:10]([OH:12])=[O:11])=[CH:7][N:6]=[C:5]([CH2:14][C:15]2[CH:16]=[CH:17][C:18]([NH:21][C:22]([C:24]3[CH:33]=[CH:32][C:31]4[C:26](=[CH:27][CH:28]=[CH:29][CH:30]=4)[CH:25]=3)=[O:23])=[CH:19][CH:20]=2)[N:4]=1. The yield is 0.360.